From a dataset of Forward reaction prediction with 1.9M reactions from USPTO patents (1976-2016). Predict the product of the given reaction. (1) Given the reactants C([O:4][CH2:5][C:6]1[C:7]([O:15][CH2:16][C:17]([F:20])([F:19])[F:18])=[N:8][CH:9]=[C:10]([C:12](=O)[CH3:13])[CH:11]=1)(=O)C.[CH3:21][C:22]([S@:25]([NH2:27])=[O:26])([CH3:24])[CH3:23], predict the reaction product. The product is: [OH:4][CH2:5][C:6]1[CH:11]=[C:10]([CH:12]([NH:27][S@@:25]([C:22]([CH3:24])([CH3:23])[CH3:21])=[O:26])[CH3:13])[CH:9]=[N:8][C:7]=1[O:15][CH2:16][C:17]([F:18])([F:19])[F:20]. (2) The product is: [NH2:1][C:4]1[CH:9]=[CH:8][C:7]([C:10]2[N:11]=[CH:12][N:13]([CH2:15][C:16]([O:18][C:19]([CH3:22])([CH3:21])[CH3:20])=[O:17])[CH:14]=2)=[CH:6][CH:5]=1. Given the reactants [N+:1]([C:4]1[CH:9]=[CH:8][C:7]([C:10]2[N:11]=[CH:12][N:13]([CH2:15][C:16]([O:18][C:19]([CH3:22])([CH3:21])[CH3:20])=[O:17])[CH:14]=2)=[CH:6][CH:5]=1)([O-])=O.C([O-])=O.[NH4+], predict the reaction product.